Dataset: Full USPTO retrosynthesis dataset with 1.9M reactions from patents (1976-2016). Task: Predict the reactants needed to synthesize the given product. (1) Given the product [OH:17][CH2:16][C:15]1[CH:19]=[CH:20][C:12]([C:10]#[N:11])=[CH:13][CH:14]=1, predict the reactants needed to synthesize it. The reactants are: B(F)(F)F.CCOCC.[C:10]([C:12]1[CH:20]=[CH:19][C:15]([C:16](O)=[O:17])=[CH:14][CH:13]=1)#[N:11]. (2) Given the product [Br:7][C:8]1[N:17]=[C:16]2[C:11]([C:12](=[CH:18][C:25]3[CH:26]=[C:21]([F:20])[CH:22]=[CH:23][C:24]=3[F:27])[CH2:13][CH2:14][NH:15]2)=[CH:10][CH:9]=1, predict the reactants needed to synthesize it. The reactants are: C([O-])([O-])=O.[Na+].[Na+].[Br:7][C:8]1[N:17]=[C:16]2[C:11]([C:12](=[CH:18]I)[CH2:13][CH2:14][NH:15]2)=[CH:10][CH:9]=1.[F:20][C:21]1[CH:26]=[CH:25][C:24]([F:27])=[CH:23][C:22]=1B(O)O.C(OCC)(=O)C.CCCCCC. (3) Given the product [CH2:8]([N:10]([CH2:1][C:2]1[O:6][CH:5]=[CH:4][CH:3]=1)[CH2:11][CH3:12])[CH3:9], predict the reactants needed to synthesize it. The reactants are: [CH:1](=O)[C:2]1[O:6][CH:5]=[CH:4][CH:3]=1.[CH2:8]([NH:10][CH2:11][CH3:12])[CH3:9].C(O[BH-](OC(=O)C)OC(=O)C)(=O)C.[Na+]. (4) Given the product [C:31]([C:24]1[CH:25]=[C:26]2[C:21](=[CH:22][CH:23]=1)[NH:20][CH:19]([C:15]1[CH:14]=[C:13]([NH:12][S:8]([C:3]3[CH:4]=[CH:5][CH:6]=[CH:7][C:2]=3[F:1])(=[O:10])=[O:9])[CH:18]=[CH:17][CH:16]=1)[CH2:28][C:27]2([CH3:30])[CH3:29])#[N:32], predict the reactants needed to synthesize it. The reactants are: [F:1][C:2]1[CH:7]=[CH:6][CH:5]=[CH:4][C:3]=1[S:8](Cl)(=[O:10])=[O:9].[NH2:12][C:13]1[CH:14]=[C:15]([CH:19]2[CH2:28][C:27]([CH3:30])([CH3:29])[C:26]3[C:21](=[CH:22][CH:23]=[C:24]([C:31]#[N:32])[CH:25]=3)[NH:20]2)[CH:16]=[CH:17][CH:18]=1.N1C=CC=CC=1.